From a dataset of Forward reaction prediction with 1.9M reactions from USPTO patents (1976-2016). Predict the product of the given reaction. Given the reactants CI.[Cl:3][C:4]1[CH:5]=[C:6]([CH3:11])[C:7](=[O:10])[NH:8][N:9]=1.[C:12]([O-])([O-])=O.[K+].[K+].O, predict the reaction product. The product is: [Cl:3][C:4]1[CH:5]=[C:6]([CH3:11])[C:7](=[O:10])[N:8]([CH3:12])[N:9]=1.